The task is: Binary Classification. Given a drug SMILES string, predict its activity (active/inactive) in a high-throughput screening assay against a specified biological target.. This data is from HIV replication inhibition screening data with 41,000+ compounds from the AIDS Antiviral Screen. (1) The drug is Oc1cc(O)c(Oc2cccc(O)c2O)c(O)c1. The result is 0 (inactive). (2) The compound is Cc1ccc2c(c1)[nH]c(=S)n2C=C(C#N)C#N. The result is 0 (inactive). (3) The drug is CCOC(=O)C1SC(=Nc2ccc(Cl)c(Cl)c2)N=C1C. The result is 0 (inactive). (4) The molecule is CCOC(=O)C(=Cc1ccccn1)C(=O)c1ccccc1. The result is 0 (inactive). (5) The molecule is COC(=O)C1CC2c3ccccc3N(S(=O)(=O)c3ccccc3)C2N1C(=O)OC. The result is 0 (inactive). (6) The drug is C=C(Cc1ccc2c(c1)OCO2)C(=C)Cc1ccc(O)cc1O. The result is 0 (inactive). (7) The molecule is Cc1ccc(S(=O)(=O)NC(=N)N(C)N=O)cc1. The result is 0 (inactive). (8) The compound is COP(=N[Si](C)(C)C)(OC)OC. The result is 0 (inactive).